Dataset: Catalyst prediction with 721,799 reactions and 888 catalyst types from USPTO. Task: Predict which catalyst facilitates the given reaction. (1) Reactant: [N:1]1([CH2:6][C:7]2[CH:23]=[CH:22][C:10]([CH2:11][N:12]3[C:20]4[CH:19]=[CH:18][N:17]=[C:16](Cl)[C:15]=4[CH:14]=[N:13]3)=[CH:9][CH:8]=2)[CH:5]=[CH:4][CH:3]=[N:2]1.[NH2:24][CH2:25][C:26]1[CH:27]=[C:28]2[C:33](=[CH:34][CH:35]=1)[C:32]([NH2:36])=[N:31][CH:30]=[CH:29]2. Product: [N:1]1([CH2:6][C:7]2[CH:23]=[CH:22][C:10]([CH2:11][N:12]3[C:20]4[CH:19]=[CH:18][N:17]=[C:16]([NH:24][CH2:25][C:26]5[CH:27]=[C:28]6[C:33](=[CH:34][CH:35]=5)[C:32]([NH2:36])=[N:31][CH:30]=[CH:29]6)[C:15]=4[CH:14]=[N:13]3)=[CH:9][CH:8]=2)[CH:5]=[CH:4][CH:3]=[N:2]1. The catalyst class is: 114. (2) Product: [CH2:27]([O:26][C:24](=[O:25])[CH2:23][CH2:22][CH2:21][S:9][C:7]1[NH:8][C:4]2[CH:3]=[C:2]([F:1])[C:11]([F:12])=[CH:10][C:5]=2[N:6]=1)[CH3:28]. Reactant: [F:1][C:2]1[C:11]([F:12])=[CH:10][C:5]2[N:6]=[C:7]([SH:9])[NH:8][C:4]=2[CH:3]=1.C(N(CC)CC)C.Br[CH2:21][CH2:22][CH2:23][C:24]([O:26][CH2:27][CH3:28])=[O:25].O. The catalyst class is: 9. (3) Reactant: [CH3:1][O:2][CH2:3][O:4][C:5]1[CH:10]=[CH:9][C:8]([O:11][CH2:12][O:13][CH3:14])=[CH:7][CH:6]=1.[Li]C(CC)C.[B:20](OC(C)C)([O:25]C(C)C)[O:21]C(C)C. Product: [CH3:14][O:13][CH2:12][O:11][C:8]1[CH:9]=[CH:10][C:5]([O:4][CH2:3][O:2][CH3:1])=[CH:6][C:7]=1[B:20]([OH:25])[OH:21]. The catalyst class is: 1. (4) Reactant: [NH2:1][C:2]1[C:11]([C:12]2[CH:17]=[CH:16][C:15]([O:18][CH3:19])=[CH:14][CH:13]=2)=[N:10][C:9]([C:20]2[CH:25]=[CH:24][C:23]([O:26][CH3:27])=[CH:22][CH:21]=2)=[CH:8][C:3]=1[C:4]([O:6][CH3:7])=[O:5].Cl.N([O-])=O.[Na+].[N-:33]=[N+:34]=[N-].[Na+]. Product: [N:1]([C:2]1[C:11]([C:12]2[CH:13]=[CH:14][C:15]([O:18][CH3:19])=[CH:16][CH:17]=2)=[N:10][C:9]([C:20]2[CH:25]=[CH:24][C:23]([O:26][CH3:27])=[CH:22][CH:21]=2)=[CH:8][C:3]=1[C:4]([O:6][CH3:7])=[O:5])=[N+:33]=[N-:34]. The catalyst class is: 8.